From a dataset of Full USPTO retrosynthesis dataset with 1.9M reactions from patents (1976-2016). Predict the reactants needed to synthesize the given product. (1) Given the product [F:31][C:32]([F:37])([F:36])[C:33]([OH:35])=[O:34].[CH3:1][O:2][C:3](=[O:30])[C@H:4]([CH2:13][C:14]1[CH:15]=[CH:16][C:17]([C:20]2[C:25]([O:26][CH3:27])=[CH:24][CH:23]=[CH:22][C:21]=2[O:28][CH3:29])=[CH:18][CH:19]=1)[NH2:5], predict the reactants needed to synthesize it. The reactants are: [CH3:1][O:2][C:3](=[O:30])[C@H:4]([CH2:13][C:14]1[CH:19]=[CH:18][C:17]([C:20]2[C:25]([O:26][CH3:27])=[CH:24][CH:23]=[CH:22][C:21]=2[O:28][CH3:29])=[CH:16][CH:15]=1)[NH:5]C(OC(C)(C)C)=O.[F:31][C:32]([F:37])([F:36])[C:33]([OH:35])=[O:34]. (2) The reactants are: [CH2:1]([N:8]1[CH2:13][CH:12]2[C:10]([C:14]([OH:16])=[O:15])([CH2:11]2)[CH2:9]1)[C:2]1[CH:7]=[CH:6][CH:5]=[CH:4][CH:3]=1.OS(O)(=O)=O.N.[CH2:23](O)[CH3:24]. Given the product [CH2:23]([O:15][C:14]([C:10]12[CH2:11][CH:12]1[CH2:13][N:8]([CH2:1][C:2]1[CH:3]=[CH:4][CH:5]=[CH:6][CH:7]=1)[CH2:9]2)=[O:16])[CH3:24], predict the reactants needed to synthesize it. (3) Given the product [CH3:69][O:70][CH2:71][CH2:72][O:73][CH2:74][CH2:75][O:76][CH2:77][CH2:78][O:79][CH2:80][CH2:81][O:82][CH2:83][CH2:84][O:85][CH2:86][CH2:87][O:88][CH2:89][CH2:90][N:91]1[CH2:96][CH2:95][N:94]([C:42]([C:41]2[CH:45]=[CH:46][C:38]([S:35]([NH:34][CH2:33][CH2:32][O:31][CH2:30][CH2:29][O:28][CH2:27][CH2:26][O:25][CH2:24][CH2:23][O:22][CH2:21][CH2:20][CH2:19][C:15]3[CH:14]=[C:13]([CH:18]=[CH:17][CH:16]=3)[C:11]([NH:10][C:7]3[CH:8]=[CH:9][C:4]([N:3]([CH2:1][CH3:2])[CH2:67][CH3:68])=[CH:5][C:6]=3[C:47]3[CH:52]=[C:51]([CH:50]=[CH:49][N:48]=3)[C:53]([NH:54][CH2:55][C:56]3[CH:61]=[CH:60][CH:59]=[C:58]([C:62]([F:65])([F:64])[F:63])[CH:57]=3)=[O:66])=[O:12])(=[O:37])=[O:36])=[CH:39][CH:40]=2)=[O:43])[CH2:93][C:92]1=[O:97], predict the reactants needed to synthesize it. The reactants are: [CH2:1]([N:3]([CH2:67][CH3:68])[C:4]1[CH:9]=[CH:8][C:7]([NH:10][C:11]([C:13]2[CH:14]=[C:15]([CH2:19][CH2:20][CH2:21][O:22][CH2:23][CH2:24][O:25][CH2:26][CH2:27][O:28][CH2:29][CH2:30][O:31][CH2:32][CH2:33][NH:34][S:35]([C:38]3[CH:46]=[CH:45][C:41]([C:42](O)=[O:43])=[CH:40][CH:39]=3)(=[O:37])=[O:36])[CH:16]=[CH:17][CH:18]=2)=[O:12])=[C:6]([C:47]2[CH:52]=[C:51]([C:53](=[O:66])[NH:54][CH2:55][C:56]3[CH:61]=[CH:60][CH:59]=[C:58]([C:62]([F:65])([F:64])[F:63])[CH:57]=3)[CH:50]=[CH:49][N:48]=2)[CH:5]=1)[CH3:2].[CH3:69][O:70][CH2:71][CH2:72][O:73][CH2:74][CH2:75][O:76][CH2:77][CH2:78][O:79][CH2:80][CH2:81][O:82][CH2:83][CH2:84][O:85][CH2:86][CH2:87][O:88][CH2:89][CH2:90][N:91]1[CH2:96][CH2:95][NH:94][CH2:93][C:92]1=[O:97]. (4) Given the product [Cl:14][CH2:15][C:16]([NH:6][C:5]1[S:1][N:2]=[CH:3][N:4]=1)=[O:17], predict the reactants needed to synthesize it. The reactants are: [S:1]1[C:5]([NH2:6])=[N:4][CH:3]=[N:2]1.C(N(CC)CC)C.[Cl:14][CH2:15][C:16](Cl)=[O:17]. (5) Given the product [CH2:17]([NH:24][C:11](=[O:15])[C:12]([C:5]1[C:4]2[C:8](=[CH:9][CH:10]=[C:2]([F:1])[CH:3]=2)[NH:7][CH:6]=1)=[O:13])[C:18]1[CH:23]=[CH:22][CH:21]=[CH:20][CH:19]=1, predict the reactants needed to synthesize it. The reactants are: [F:1][C:2]1[CH:3]=[C:4]2[C:8](=[CH:9][CH:10]=1)[NH:7][CH:6]=[CH:5]2.[C:11](Cl)(=[O:15])[C:12](Cl)=[O:13].[CH2:17]([NH2:24])[C:18]1[CH:23]=[CH:22][CH:21]=[CH:20][CH:19]=1. (6) Given the product [Br:1][C:2]1[C:3]([CH3:18])=[CH:4][C:5]([C:20]2[CH:25]=[CH:24][CH:23]=[CH:22][N:21]=2)=[CH:6][C:7]=1[CH3:8], predict the reactants needed to synthesize it. The reactants are: [Br:1][C:2]1[C:7]([CH3:8])=[CH:6][C:5](B2OC(C)(C)C(C)(C)O2)=[CH:4][C:3]=1[CH3:18].Br[C:20]1[CH:25]=[CH:24][CH:23]=[CH:22][N:21]=1.